From a dataset of Catalyst prediction with 721,799 reactions and 888 catalyst types from USPTO. Predict which catalyst facilitates the given reaction. (1) Reactant: [O:1]1CCCO[CH:2]1[CH2:7][CH2:8][CH2:9][C:10]1[N:11]([CH3:26])[C:12]([C:15]2[CH:16]=[C:17]3[C:22](=[CH:23][CH:24]=2)[N:21]=[C:20]([CH3:25])[CH:19]=[CH:18]3)=[N:13][N:14]=1.S(=O)(=O)(O)O.C(=O)(O)[O-].[Na+]. Product: [CH3:26][N:11]1[C:12]([C:15]2[CH:16]=[C:17]3[C:22](=[CH:23][CH:24]=2)[N:21]=[C:20]([CH3:25])[CH:19]=[CH:18]3)=[N:13][N:14]=[C:10]1[CH2:9][CH2:8][CH2:7][CH:2]=[O:1]. The catalyst class is: 6. (2) Reactant: Cl[C:2]1[C:11]2=[N:12][N:13](CC3C=CC(OC)=CC=3)[CH:14]=[C:10]2[C:9]2[CH:8]=[C:7]([O:24][CH3:25])[CH:6]=[CH:5][C:4]=2[N:3]=1.[CH2:26]([N:28]1[CH2:33][CH2:32][N:31]([C:34]2[CH:40]=[CH:39][C:37]([NH2:38])=[CH:36][CH:35]=2)[CH2:30][CH2:29]1)[CH3:27].Cl. Product: [CH2:26]([N:28]1[CH2:29][CH2:30][N:31]([C:34]2[CH:40]=[CH:39][C:37]([NH:38][C:2]3[C:11]4=[N:12][NH:13][CH:14]=[C:10]4[C:9]4[CH:8]=[C:7]([O:24][CH3:25])[CH:6]=[CH:5][C:4]=4[N:3]=3)=[CH:36][CH:35]=2)[CH2:32][CH2:33]1)[CH3:27]. The catalyst class is: 71. (3) The catalyst class is: 2. Product: [CH2:15]([N:14]1[C:13]2[C:17]([C:22]3[CH:27]=[CH:26][CH:25]=[CH:24][N:23]=3)=[C:18]([F:21])[CH:19]=[CH:20][C:12]=2[N:11]=[C:10]1[C@@H:8]([NH2:7])[CH3:9])[CH3:16]. Reactant: C(OC(=O)[NH:7][C@H:8]([C:10]1[N:14]([CH2:15][CH3:16])[C:13]2[C:17]([C:22]3[CH:27]=[CH:26][CH:25]=[CH:24][N:23]=3)=[C:18]([F:21])[CH:19]=[CH:20][C:12]=2[N:11]=1)[CH3:9])(C)(C)C.C(O)(C(F)(F)F)=O. (4) The catalyst class is: 6. Reactant: [CH3:1][C:2]1[CH:7]=[C:6]([O:8][CH2:9][C:10]2[N:11]=[C:12](/[CH:15]=[CH:16]/[C:17]3[CH:22]=[CH:21][C:20]([O:23][C:24]([F:27])([F:26])[F:25])=[CH:19][CH:18]=3)[O:13][CH:14]=2)[CH:5]=[CH:4][C:3]=1[CH2:28][CH2:29][CH2:30][CH2:31][C:32]1[N:33]=[N:34][N:35](C(C2C=CC=CC=2)(C2C=CC=CC=2)C2C=CC=CC=2)[CH:36]=1.C(O)=O.C1COCC1.[OH-].[Na+]. Product: [CH3:1][C:2]1[CH:7]=[C:6]([O:8][CH2:9][C:10]2[N:11]=[C:12](/[CH:15]=[CH:16]/[C:17]3[CH:18]=[CH:19][C:20]([O:23][C:24]([F:25])([F:26])[F:27])=[CH:21][CH:22]=3)[O:13][CH:14]=2)[CH:5]=[CH:4][C:3]=1[CH2:28][CH2:29][CH2:30][CH2:31][C:32]1[N:33]=[N:34][NH:35][CH:36]=1. (5) Product: [Si:29]([O:28][CH2:27][C:10]1([CH2:9][O:8][Si:1]([C:4]([CH3:5])([CH3:6])[CH3:7])([CH3:3])[CH3:2])[O:15][C:14]2[CH:16]=[CH:17][C:18]([N+:20]([O-:22])=[O:21])=[CH:19][C:13]=2[N:12]2[C:23](=[O:26])[N:24]([CH3:38])[N:25]=[C:11]12)([C:32]([CH3:35])([CH3:34])[CH3:33])([CH3:31])[CH3:30]. The catalyst class is: 3. Reactant: [Si:1]([O:8][CH2:9][C:10]1([CH2:27][O:28][Si:29]([C:32]([CH3:35])([CH3:34])[CH3:33])([CH3:31])[CH3:30])[O:15][C:14]2[CH:16]=[CH:17][C:18]([N+:20]([O-:22])=[O:21])=[CH:19][C:13]=2[N:12]2[C:23](=[O:26])[NH:24][N:25]=[C:11]12)([C:4]([CH3:7])([CH3:6])[CH3:5])([CH3:3])[CH3:2].IC.[C:38](=O)([O-])[O-].[Cs+].[Cs+].O.